Dataset: Forward reaction prediction with 1.9M reactions from USPTO patents (1976-2016). Task: Predict the product of the given reaction. (1) Given the reactants C(OC([N:8]1[CH2:13][CH2:12][N:11]([C:14]([C:16]2[CH:21]([C:22]3[CH:27]=[C:26]([Cl:28])[CH:25]=[C:24]([Cl:29])[CH:23]=3)[C:20]([C:30](O)=[O:31])=[C:19]([CH3:33])[NH:18][C:17]=2[CH3:34])=[O:15])[CH2:10][CH2:9]1)=O)(C)(C)C.[C:35]1([CH:41]([C:45]2[CH:50]=[CH:49][CH:48]=[CH:47][CH:46]=2)[CH2:42][CH2:43][NH2:44])[CH:40]=[CH:39][CH:38]=[CH:37][CH:36]=1.CCN=C=NCCCN(C)C.Cl.[N+]([O-])([O-])=O.[Ce+3].[NH4+].[NH4+].[N+]([O-])([O-])=O.[N+]([O-])([O-])=O.[N+]([O-])([O-])=O.[N+]([O-])([O-])=O, predict the reaction product. The product is: [Cl:28][C:26]1[CH:27]=[C:22]([C:21]2[C:20]([C:30]([NH:44][CH2:43][CH2:42][CH:41]([C:35]3[CH:40]=[CH:39][CH:38]=[CH:37][CH:36]=3)[C:45]3[CH:50]=[CH:49][CH:48]=[CH:47][CH:46]=3)=[O:31])=[C:19]([CH3:33])[N:18]=[C:17]([CH3:34])[C:16]=2[C:14]([N:11]2[CH2:10][CH2:9][NH:8][CH2:13][CH2:12]2)=[O:15])[CH:23]=[C:24]([Cl:29])[CH:25]=1. (2) Given the reactants Br[CH2:2][CH2:3][O:4][CH2:5][CH2:6][O:7][CH2:8][CH2:9][O:10][CH3:11].[Br:12][C:13]1[CH:14]=[C:15]([OH:22])[CH:16]=[C:17]([N+:19]([O-:21])=[O:20])[CH:18]=1.C([O-])([O-])=O.[K+].[K+].[Na+].[I-], predict the reaction product. The product is: [Br:12][C:13]1[CH:18]=[C:17]([N+:19]([O-:21])=[O:20])[CH:16]=[C:15]([O:22][CH2:2][CH2:3][O:4][CH2:5][CH2:6][O:7][CH2:8][CH2:9][O:10][CH3:11])[CH:14]=1. (3) Given the reactants C([N:4]1[CH2:27][CH2:26][C:7]2[N:8]([CH:16]=[C:17]([C:19]3[CH:20]=[N:21][C:22]([CH3:25])=[CH:23][CH:24]=3)[CH3:18])[C:9]3[CH:10]=[CH:11][C:12]([CH3:15])=[CH:13][C:14]=3[C:6]=2[CH2:5]1)C=C, predict the reaction product. The product is: [CH3:15][C:12]1[CH:11]=[CH:10][C:9]2[N:8]([CH:16]=[C:17]([C:19]3[CH:20]=[N:21][C:22]([CH3:25])=[CH:23][CH:24]=3)[CH3:18])[C:7]3[CH2:26][CH2:27][NH:4][CH2:5][C:6]=3[C:14]=2[CH:13]=1. (4) Given the reactants C([Sn](=O)CCCC)CCC.[CH2:11]([OH:14])[CH2:12][OH:13].[CH3:15][C:16]1[CH:23]=[CH:22][CH:21]=[CH:20][C:17]=1[CH2:18]Br, predict the reaction product. The product is: [CH3:15][C:16]1[CH:23]=[CH:22][CH:21]=[CH:20][C:17]=1[CH2:18][O:13][CH2:12][CH2:11][OH:14]. (5) Given the reactants [Br:1][C:2]1[C:3]([CH3:12])=[C:4]([C:8]([Br:11])=[CH:9][CH:10]=1)[CH:5]=[N:6][OH:7].[CH2:13]=[CH2:14].[O-]Cl.[Na+], predict the reaction product. The product is: [Br:1][C:2]1[C:3]([CH3:12])=[C:4]([C:5]2[CH2:14][CH2:13][O:7][N:6]=2)[C:8]([Br:11])=[CH:9][CH:10]=1. (6) Given the reactants [CH:1]([C:4]1[CH:9]=[CH:8][CH:7]=[CH:6][C:5]=1[OH:10])([CH3:3])[CH3:2].[Br-:11].[Br-].[Br-].C([N+](CCCC)(CCCC)CCCC)CCC.C([N+](CCCC)(CCCC)CCCC)CCC.C([N+](CCCC)(CCCC)CCCC)CCC.S([O-])([O-])(=O)=S.[Na+].[Na+], predict the reaction product. The product is: [Br:11][C:8]1[CH:7]=[CH:6][C:5]([OH:10])=[C:4]([CH:1]([CH3:3])[CH3:2])[CH:9]=1. (7) The product is: [CH:20]1([C:7]2([CH2:6][O:5][S:2]([CH3:1])(=[O:4])=[O:3])[CH2:8][CH2:9][N:10]([C:13]([O:15][C:16]([CH3:19])([CH3:18])[CH3:17])=[O:14])[CH2:11][CH2:12]2)[CH2:21][CH2:22][CH2:23][CH2:24][CH2:25]1. Given the reactants [CH3:1][S:2]([O:5][CH2:6][C:7]1([C:20]2[CH:25]=[CH:24][CH:23]=[CH:22][CH:21]=2)[CH2:12][CH2:11][N:10]([C:13]([O:15][C:16]([CH3:19])([CH3:18])[CH3:17])=[O:14])[CH2:9][CH2:8]1)(=[O:4])=[O:3], predict the reaction product. (8) The product is: [F:1][C:2]1[C:7]([F:8])=[C:6]([OH:9])[CH:5]=[CH:4][C:3]=1[C:11]1[C:12]([CH3:18])([CH3:17])[C:13](=[O:16])[NH:14][N:15]=1. Given the reactants [F:1][C:2]1[C:7]([F:8])=[C:6]([O:9]C)[CH:5]=[CH:4][C:3]=1[C:11]1[C:12]([CH3:18])([CH3:17])[C:13](=[O:16])[NH:14][N:15]=1.[Cl-].[Al+3].[Cl-].[Cl-], predict the reaction product.